This data is from Catalyst prediction with 721,799 reactions and 888 catalyst types from USPTO. The task is: Predict which catalyst facilitates the given reaction. (1) Reactant: C1(P(C2C=CC=CC=2)C2C=CC=CC=2)C=CC=CC=1.[Cl:20][C:21]1[CH:26]=[CH:25][C:24]([Cl:27])=[CH:23][C:22]=1[SH:28].O[CH:30]([C:40]1[CH:45]=[CH:44][CH:43]=[CH:42][CH:41]=1)[CH2:31][NH:32][C:33](=[O:39])[O:34][C:35]([CH3:38])([CH3:37])[CH3:36].CCOC(/N=N/C(OCC)=O)=O. Product: [Cl:20][C:21]1[CH:26]=[CH:25][C:24]([Cl:27])=[CH:23][C:22]=1[S:28][CH:30]([C:40]1[CH:45]=[CH:44][CH:43]=[CH:42][CH:41]=1)[CH2:31][NH:32][C:33](=[O:39])[O:34][C:35]([CH3:38])([CH3:36])[CH3:37]. The catalyst class is: 1. (2) Reactant: C(OC([N:8]1[CH2:13][CH2:12][C:11](=[CH:14][C:15]2[CH:20]=[CH:19][CH:18]=[C:17]([O:21][C:22]3[CH:27]=[CH:26][CH:25]=[CH:24][N:23]=3)[CH:16]=2)[CH2:10][CH2:9]1)=O)(C)(C)C.[F:28][C:29]([F:34])([F:33])[C:30]([OH:32])=[O:31]. Product: [F:28][C:29]([F:34])([F:33])[C:30]([OH:32])=[O:31].[NH:8]1[CH2:13][CH2:12][C:11](=[CH:14][C:15]2[CH:16]=[C:17]([CH:18]=[CH:19][CH:20]=2)[O:21][C:22]2[CH:27]=[CH:26][CH:25]=[CH:24][N:23]=2)[CH2:10][CH2:9]1. The catalyst class is: 4. (3) Reactant: I.C[O:3][C:4]1[CH:21]=[CH:20][C:7]2[C:8]([C:11]3[CH:16]=[CH:15][C:14]([O:17]C)=[CH:13][C:12]=3[CH3:19])=[N:9][O:10][C:6]=2[CH:5]=1.C(O)(=O)C.C(OC(=O)C)(=O)C. Product: [OH:17][C:14]1[CH:15]=[CH:16][C:11]([C:8]2[C:7]3[CH:20]=[CH:21][C:4]([OH:3])=[CH:5][C:6]=3[O:10][N:9]=2)=[C:12]([CH3:19])[CH:13]=1. The catalyst class is: 6. (4) Reactant: [Cl:1][C:2]1[CH:3]=[CH:4][C:5]([N:30]2[CH:34]=[N:33][N:32]=[N:31]2)=[C:6]([C:8]2[CH:16]=[C:15]3[N:11]([C@H:12]([C:17]4[NH:18][C:19]([C:22]5[CH:23]=[N:24][C:25](F)=[CH:26][CH:27]=5)=[CH:20][N:21]=4)[CH2:13][CH2:14]3)[C:10](=[O:29])[CH:9]=2)[CH:7]=1.Cl.C(=O)([O-])[OH:37].[Na+]. Product: [Cl:1][C:2]1[CH:3]=[CH:4][C:5]([N:30]2[CH:34]=[N:33][N:32]=[N:31]2)=[C:6]([C:8]2[CH:16]=[C:15]3[N:11]([C@H:12]([C:17]4[NH:18][C:19]([C:22]5[CH:27]=[CH:26][C:25](=[O:37])[NH:24][CH:23]=5)=[CH:20][N:21]=4)[CH2:13][CH2:14]3)[C:10](=[O:29])[CH:9]=2)[CH:7]=1. The catalyst class is: 57.